From a dataset of hERG Central: cardiac toxicity at 1µM, 10µM, and general inhibition. Predict hERG channel inhibition at various concentrations. (1) The drug is CCOc1ccc2[nH]c3c(N4CCN(C(=O)c5ccco5)CC4)ncnc3c2c1. Results: hERG_inhib (hERG inhibition (general)): blocker. (2) The molecule is COc1ccc(-n2cnc3cc(NCc4ccco4)ccc32)cc1. Results: hERG_inhib (hERG inhibition (general)): blocker.